Task: Predict the reactants needed to synthesize the given product.. Dataset: Full USPTO retrosynthesis dataset with 1.9M reactions from patents (1976-2016) (1) Given the product [F:1][C:2]1[CH:7]=[C:6]([F:8])[C:5]([CH3:14])=[C:4]([O:9][CH2:10][O:11][CH3:12])[C:3]=1[F:13], predict the reactants needed to synthesize it. The reactants are: [F:1][C:2]1[CH:7]=[C:6]([F:8])[CH:5]=[C:4]([O:9][CH2:10][O:11][CH3:12])[C:3]=1[F:13].[CH2:14]([Li])CCC.CCCCCC.CI. (2) Given the product [CH3:16][S:17]([O:20][CH2:21][CH2:22][CH:23]1[C:28]2[CH:29]=[CH:30][C:31]([C:33]#[N:35])=[CH:32][C:27]=2[CH2:26][CH2:25][O:24]1)(=[O:18])=[O:19], predict the reactants needed to synthesize it. The reactants are: OCCC1C2C=CC(C#N)=CC=2CCO1.[CH3:16][S:17]([O:20][CH2:21][CH2:22][C@H:23]1[C:28]2[CH:29]=[CH:30][C:31]([C:33]([NH2:35])=O)=[CH:32][C:27]=2[CH2:26][CH2:25][O:24]1)(=[O:19])=[O:18]. (3) Given the product [C:1]([O:20][CH3:21])(=[O:19])[CH2:2][CH2:3][CH2:4][CH2:5][CH2:6][CH2:7][CH2:8]/[CH:9]=[CH:10]\[CH2:11]/[CH:12]=[CH:13]\[CH2:14][CH2:15][CH2:16][CH2:17][CH3:18], predict the reactants needed to synthesize it. The reactants are: [C:1]([O:20][CH3:21])(=[O:19])[CH2:2][CH2:3][CH2:4][CH2:5][CH2:6][CH2:7][CH2:8][CH2:9][CH2:10][CH2:11][CH2:12][CH2:13][CH2:14][CH2:15][CH2:16][CH2:17][CH3:18].C(OC)(=O)CCCCCCC/C=C\CCCCCCCC. (4) The reactants are: [CH:1]([N:5]1[C:13]2[C:8](=[C:9]([C:33](=[O:45])[NH:34][CH2:35][C:36]3[C:37]([O:43]C)=[N:38][N:39]([CH3:42])[C:40]=3[CH3:41])[CH:10]=[C:11]([C:14]3[CH:15]=[CH:16][C:17]([N:20]4[CH2:25][CH2:24][N:23](C(OC(C)(C)C)=O)[CH2:22][CH2:21]4)=[N:18][CH:19]=3)[CH:12]=2)[C:7]([CH3:46])=[CH:6]1)([CH2:3][CH3:4])[CH3:2]. Given the product [CH:1]([N:5]1[C:13]2[CH:12]=[C:11]([C:14]3[CH:19]=[N:18][C:17]([N:20]4[CH2:21][CH2:22][NH:23][CH2:24][CH2:25]4)=[CH:16][CH:15]=3)[CH:10]=[C:9]([C:33]([NH:34][CH2:35][C:36]3[C:37](=[O:43])[NH:38][N:39]([CH3:42])[C:40]=3[CH3:41])=[O:45])[C:8]=2[C:7]([CH3:46])=[CH:6]1)([CH2:3][CH3:4])[CH3:2], predict the reactants needed to synthesize it. (5) Given the product [Cl:1][C:2]1[C:3]2[N:4]([C:8]([C:18]3[CH:23]=[CH:22][N:21]=[C:20]([NH:37][CH:32]4[CH2:36][CH2:35][CH2:34][CH2:33]4)[CH:19]=3)=[C:9]([C:11]3[CH:12]=[CH:13][C:14]([F:17])=[CH:15][CH:16]=3)[N:10]=2)[CH:5]=[CH:6][CH:7]=1, predict the reactants needed to synthesize it. The reactants are: [Cl:1][C:2]1[C:3]2[N:4]([C:8]([C:18]3[CH:23]=[CH:22][N:21]=[C:20](F)[CH:19]=3)=[C:9]([C:11]3[CH:16]=[CH:15][C:14]([F:17])=[CH:13][CH:12]=3)[N:10]=2)[CH:5]=[CH:6][CH:7]=1.C(OCC)(=O)C.O.[CH:32]1([NH2:37])[CH2:36][CH2:35][CH2:34][CH2:33]1. (6) Given the product [OH:42][CH2:41][CH2:40][NH:39][CH2:2][C:3]([N:5]1[CH2:11][CH2:10][C:9]2[CH:12]=[CH:13][C:14]([C:16]3[S:20][C:19]([C:21]4[CH:22]=[CH:23][C:24]([O:29][CH:30]([CH3:32])[CH3:31])=[C:25]([CH:28]=4)[C:26]#[N:27])=[N:18][N:17]=3)=[CH:15][C:8]=2[CH2:7][CH2:6]1)=[O:4], predict the reactants needed to synthesize it. The reactants are: Br[CH2:2][C:3]([N:5]1[CH2:11][CH2:10][C:9]2[CH:12]=[CH:13][C:14]([C:16]3[S:20][C:19]([C:21]4[CH:22]=[CH:23][C:24]([O:29][CH:30]([CH3:32])[CH3:31])=[C:25]([CH:28]=4)[C:26]#[N:27])=[N:18][N:17]=3)=[CH:15][C:8]=2[CH2:7][CH2:6]1)=[O:4].C(=O)([O-])[O-].[K+].[K+].[NH2:39][CH2:40][CH2:41][OH:42]. (7) Given the product [F:1][C:2]1[CH:7]=[CH:6][CH:5]=[C:4]([F:8])[C:3]=1[C:9]1[O:10][C:11]([C:17]2[CH:18]=[CH:19][C:20]([O:23][CH2:30][CH:32]3[CH2:33][O:34]3)=[CH:21][CH:22]=2)=[C:12]([C:14]([NH2:16])=[O:15])[N:13]=1, predict the reactants needed to synthesize it. The reactants are: [F:1][C:2]1[CH:7]=[CH:6][CH:5]=[C:4]([F:8])[C:3]=1[C:9]1[O:10][C:11]([C:17]2[CH:22]=[CH:21][C:20]([OH:23])=[CH:19][CH:18]=2)=[C:12]([C:14]([NH2:16])=[O:15])[N:13]=1.C([O-])([O-])=O.[K+].[K+].[CH2:30]([CH:32]1[O:34][CH2:33]1)Cl. (8) Given the product [Br:1][C:2]1[CH:9]=[CH:8][CH:7]=[C:4]2[C:3]=1[O:10][C:11](=[O:12])[CH:16]=[CH:5]2, predict the reactants needed to synthesize it. The reactants are: [Br:1][C:2]1[C:3]([OH:10])=[C:4]([CH:7]=[CH:8][CH:9]=1)[CH:5]=O.[C:11]([CH:16]=P(C1C=CC=CC=1)(C1C=CC=CC=1)C1C=CC=CC=1)(OCC)=[O:12].